Dataset: Forward reaction prediction with 1.9M reactions from USPTO patents (1976-2016). Task: Predict the product of the given reaction. (1) Given the reactants [CH3:1][NH:2][S:3]([C:6]1[CH:7]=[C:8]2[C:12](=[CH:13][CH:14]=1)[NH:11][C:10](=[O:15])[CH2:9]2)(=[O:5])=[O:4].[O:16]=[C:17]1[C:22]2=[CH:23][NH:24][C:25]([CH:26]=O)=[C:21]2[CH2:20][CH2:19][NH:18]1.N1CCCCC1, predict the reaction product. The product is: [CH3:1][NH:2][S:3]([C:6]1[CH:7]=[C:8]2[C:12](=[CH:13][CH:14]=1)[NH:11][C:10](=[O:15])[C:9]2=[CH:26][C:25]1[NH:24][CH:23]=[C:22]2[C:21]=1[CH2:20][CH2:19][NH:18][C:17]2=[O:16])(=[O:5])=[O:4]. (2) Given the reactants [CH3:1][N:2]1[C:6]([CH:7]=O)=[CH:5][CH:4]=[N:3]1.[CH3:9][O:10][CH2:11][CH2:12][NH2:13].[C:14]1(=[O:25])[O:20][C:18](=O)[C:17]2=[CH:21][CH:22]=[CH:23][CH:24]=[C:16]2[CH2:15]1.[CH3:26][O:27][C:28]1[CH:29]=[C:30]([CH:32]=[CH:33][CH:34]=1)[NH2:31], predict the reaction product. The product is: [CH3:9][O:10][CH2:11][CH2:12][N:13]1[CH:7]([C:6]2[N:2]([CH3:1])[N:3]=[CH:4][CH:5]=2)[CH:15]([C:14]([NH:31][C:30]2[CH:32]=[CH:33][CH:34]=[C:28]([O:27][CH3:26])[CH:29]=2)=[O:25])[C:16]2[C:17](=[CH:21][CH:22]=[CH:23][CH:24]=2)[C:18]1=[O:20]. (3) The product is: [N:9]([CH2:2][CH2:3][CH2:4][CH2:5][C:6]([OH:8])=[O:7])=[N+:10]=[N-:11]. Given the reactants Br[CH2:2][CH2:3][CH2:4][CH2:5][C:6]([OH:8])=[O:7].[N-:9]=[N+:10]=[N-:11].[Na+], predict the reaction product. (4) Given the reactants [Cl:1][C:2]1[CH:3]=[C:4]2[C:10]([C:11]3[N:16]=[C:15]([NH:17][C@H:18]4[CH2:22][CH2:21][N:20]([S:23]([CH3:26])(=[O:25])=[O:24])[CH2:19]4)[C:14]([F:27])=[CH:13][N:12]=3)=[CH:9][NH:8][C:5]2=[N:6][CH:7]=1.Cl[C:29]1C=C2C(C3N=C(N[C@H]4CCNC4)C(F)=CN=3)=CN(S(C3C=CC(C)=CC=3)(=O)=O)C2=NC=1.C(S(Cl)(=O)=O)C, predict the reaction product. The product is: [Cl:1][C:2]1[CH:3]=[C:4]2[C:10]([C:11]3[N:16]=[C:15]([NH:17][C@H:18]4[CH2:22][CH2:21][N:20]([S:23]([CH2:26][CH3:29])(=[O:24])=[O:25])[CH2:19]4)[C:14]([F:27])=[CH:13][N:12]=3)=[CH:9][NH:8][C:5]2=[N:6][CH:7]=1. (5) Given the reactants [C:1]([O:5][C:6](=[O:33])[CH2:7][C:8]1([CH2:25][C:26](=[O:32])[O:27][C:28]([CH3:31])([CH3:30])[CH3:29])[O:12][N:11]=[C:10]([C:13]2[CH:18]=[C:17]([OH:19])[CH:16]=[CH:15][C:14]=2[CH2:20][CH2:21][C:22]([OH:24])=[O:23])[CH2:9]1)([CH3:4])([CH3:3])[CH3:2].Br[CH2:35][C:36]1[CH:41]=[CH:40][CH:39]=[CH:38][CH:37]=1.C(N(CC)C(C)C)(C)C.Cl, predict the reaction product. The product is: [C:28]([O:27][C:26](=[O:32])[CH2:25][C:8]1([CH2:7][C:6](=[O:33])[O:5][C:1]([CH3:3])([CH3:2])[CH3:4])[O:12][N:11]=[C:10]([C:13]2[CH:18]=[C:17]([OH:19])[CH:16]=[CH:15][C:14]=2[CH2:20][CH2:21][C:22]([O:24][CH2:35][C:36]2[CH:41]=[CH:40][CH:39]=[CH:38][CH:37]=2)=[O:23])[CH2:9]1)([CH3:31])([CH3:30])[CH3:29]. (6) Given the reactants C([O:3][C:4]([C:6]1[N:7]=[C:8]([NH:11][C:12](=[O:32])[CH:13]([C:20]2[CH:25]=[CH:24][C:23]([C:26]3[CH:31]=[CH:30][CH:29]=[CH:28][CH:27]=3)=[CH:22][CH:21]=2)[CH2:14][CH:15]2[CH2:19][CH2:18][CH2:17][CH2:16]2)[S:9][CH:10]=1)=O)C.[H-].[Al+3].[Li+].[H-].[H-].[H-], predict the reaction product. The product is: [C:23]1([C:26]2[CH:31]=[CH:30][CH:29]=[CH:28][CH:27]=2)[CH:22]=[CH:21][C:20]([CH:13]([CH2:14][CH:15]2[CH2:19][CH2:18][CH2:17][CH2:16]2)[C:12]([NH:11][C:8]2[S:9][CH:10]=[C:6]([CH2:4][OH:3])[N:7]=2)=[O:32])=[CH:25][CH:24]=1. (7) The product is: [CH3:15][O:18][C:19]1[CH:20]=[C:21]([C:25]2[C:26]([O:47][CH3:48])=[CH:27][CH:28]=[C:29]([C:31]([NH:32][C:33]3[CH:38]=[CH:37][C:36]([C:39]4[CH:44]=[CH:43][C:42]([O:56][CH:53]5[CH2:54][CH2:55][N:50]([CH3:49])[CH2:51][CH2:52]5)=[CH:41][CH:40]=4)=[CH:35][N:34]=3)=[O:46])[CH:30]=2)[CH:22]=[CH:23][CH:24]=1. Given the reactants CC(OC(/N=N/C(OC(C)C)=O)=O)C.[C:15]([O:18][C:19]1[CH:20]=[C:21]([C:25]2[CH:30]=[C:29]([C:31](=[O:46])[NH:32][C:33]3[CH:38]=[CH:37][C:36]([C:39]4[CH:44]=[CH:43][C:42](O)=[CH:41][CH:40]=4)=[CH:35][N:34]=3)[CH:28]=[CH:27][C:26]=2[O:47][CH3:48])[CH:22]=[CH:23][CH:24]=1)(=O)C.[CH3:49][N:50]1[CH2:55][CH2:54][CH:53]([OH:56])[CH2:52][CH2:51]1.C1(P(C2C=CC=CC=2)C2C=CC=CC=2)C=CC=CC=1, predict the reaction product.